From a dataset of Full USPTO retrosynthesis dataset with 1.9M reactions from patents (1976-2016). Predict the reactants needed to synthesize the given product. (1) Given the product [F:39][C:30]([F:29])([F:38])[C:31]1[CH:32]=[C:33]([S:37][C@H:6]2[CH2:7][CH2:8][C@H:9]([NH:12][C:13](=[O:14])[O:15][C:16]([CH3:17])([CH3:18])[CH3:19])[CH2:10][CH2:11]2)[CH:34]=[CH:35][CH:36]=1, predict the reactants needed to synthesize it. The reactants are: CS(O[C@H:6]1[CH2:11][CH2:10][C@@H:9]([NH:12][C:13]([O:15][C:16]([CH3:19])([CH3:18])[CH3:17])=[O:14])[CH2:8][CH2:7]1)(=O)=O.CCN(C(C)C)C(C)C.[F:29][C:30]([F:39])([F:38])[C:31]1[CH:32]=[C:33]([SH:37])[CH:34]=[CH:35][CH:36]=1. (2) Given the product [Cl:24][C:4]1[CH:3]=[C:2]([NH:1][C:39]([C:34]2[C:33](=[O:42])[N:32]([C:29]3[CH:28]=[CH:27][C:26]([F:25])=[CH:31][CH:30]=3)[C:37]([CH3:38])=[CH:36][CH:35]=2)=[O:40])[CH:23]=[CH:22][C:5]=1[O:6][C:7]1[CH:8]=[CH:9][C:10]2[N:11]([CH:13]=[C:14]([NH:16][C:17]([CH:19]3[CH2:21][CH2:20]3)=[O:18])[N:15]=2)[CH:12]=1, predict the reactants needed to synthesize it. The reactants are: [NH2:1][C:2]1[CH:23]=[CH:22][C:5]([O:6][C:7]2[CH:8]=[CH:9][C:10]3[N:11]([CH:13]=[C:14]([NH:16][C:17]([CH:19]4[CH2:21][CH2:20]4)=[O:18])[N:15]=3)[CH:12]=2)=[C:4]([Cl:24])[CH:3]=1.[F:25][C:26]1[CH:31]=[CH:30][C:29]([N:32]2[C:37]([CH3:38])=[CH:36][CH:35]=[C:34]([C:39](O)=[O:40])[C:33]2=[O:42])=[CH:28][CH:27]=1.C(N(CC)C(C)C)(C)C.CN(C(ON1N=NC2C=CC=NC1=2)=[N+](C)C)C.F[P-](F)(F)(F)(F)F.C(=O)([O-])O.[Na+]. (3) Given the product [CH:1]1([CH:4]([O:12][CH2:13][CH:14]=[N:37][OH:38])[CH2:5]/[CH:6]=[CH:7]/[C:8]([O:10][CH3:11])=[O:9])[CH2:3][CH2:2]1, predict the reactants needed to synthesize it. The reactants are: [CH:1]1([CH:4]([O:12][CH2:13][CH:14](OCC)OCC)[CH2:5]/[CH:6]=[CH:7]/[C:8]([O:10][CH3:11])=[O:9])[CH2:3][CH2:2]1.C(OC[C@H](OCC=[N:37][OH:38])CC=C)C1C=CC=CC=1.C(OC(OCC)CO[C@H](CC=C)COCC1C=CC=CC=1)C.C(OC[C@@H]1OCC2=NOC[C@@H]2C1)C1C=CC=CC=1. (4) Given the product [Cl:1][C:2]1[C:3]([O:25][CH:26]([CH3:27])[CH3:28])=[CH:4][C:5]([C:6]([NH:8][C:9]2[CH:10]=[CH:11][C:12]([C:13]([OH:15])=[O:14])=[CH:17][CH:18]=2)=[O:7])=[CH:19][C:20]=1[O:21][CH:22]([CH3:24])[CH3:23], predict the reactants needed to synthesize it. The reactants are: [Cl:1][C:2]1[C:20]([O:21][CH:22]([CH3:24])[CH3:23])=[CH:19][C:5]([C:6]([NH:8][C:9]2[CH:18]=[CH:17][C:12]([C:13]([O:15]C)=[O:14])=[CH:11][CH:10]=2)=[O:7])=[CH:4][C:3]=1[O:25][CH:26]([CH3:28])[CH3:27].